This data is from Reaction yield outcomes from USPTO patents with 853,638 reactions. The task is: Predict the reaction yield, written as a fraction of the theoretical maximum amount of product (1.0 means a 100% yield; for example, 0.34 means a 34% yield). (1) The reactants are [NH:1]1[C:6]2[CH:7]=[CH:8][CH:9]=[CH:10][C:5]=2[C:4](=O)[O:3][C:2]1=O.[Br:13][C:14]1[C:15]([CH3:21])=[C:16]([CH:18]=[CH:19][CH:20]=1)[NH2:17].COC(OC)OC. The catalyst is C1COCC1. The product is [Br:13][C:14]1[C:15]([CH3:21])=[C:16]([N:17]2[C:4](=[O:3])[C:5]3[C:6](=[CH:7][CH:8]=[CH:9][CH:10]=3)[N:1]=[CH:2]2)[CH:18]=[CH:19][CH:20]=1. The yield is 0.360. (2) The reactants are Cl.O[CH:3]1[O:11][C@H:10]([CH2:12][OH:13])[C@@H:8]([OH:9])[C@H:6]([OH:7])[C@H:4]1[NH2:5].[S-:14][C:15]#[N:16].[NH4+]. The catalyst is O. The product is [SH:14][C:15]1[NH:16][CH:3]=[C:4]([C@@H:6]([OH:7])[C@H:8]([OH:9])[C@H:10]([OH:11])[CH2:12][OH:13])[N:5]=1. The yield is 0.500. (3) The reactants are [OH:1][C:2]1[CH:7]=[C:6]([CH3:8])[C:5]([NH:9][CH:10]=[O:11])=[C:4]([CH3:12])[C:3]=1[CH3:13].[H-].[Na+].Br[CH2:17][C:18]([CH3:29])=[CH:19][C:20]1[CH:25]=[CH:24][C:23]([CH:26]([CH3:28])[CH3:27])=[CH:22][CH:21]=1.O. The yield is 0.630. The catalyst is CN(C)C=O. The product is [CH:26]([C:23]1[CH:22]=[CH:21][C:20]([CH:19]=[C:18]([CH3:29])[CH2:17][O:1][C:2]2[CH:7]=[C:6]([CH3:8])[C:5]([NH:9][CH:10]=[O:11])=[C:4]([CH3:12])[C:3]=2[CH3:13])=[CH:25][CH:24]=1)([CH3:28])[CH3:27]. (4) The reactants are [Cl:1][C:2]1[CH:3]=[C:4]2[O:8][C:7]([C:9]3[CH:14]=[CH:13][CH:12]=[CH:11][CH:10]=3)=[N:6][C:5]2=[C:15]([C:17]([OH:19])=O)[CH:16]=1.[NH2:20][CH:21]1[CH2:26][CH2:25][N:24]([CH3:27])[CH2:23][CH2:22]1. No catalyst specified. The product is [CH3:27][N:24]1[CH2:25][CH2:26][CH:21]([NH:20][C:17]([C:15]2[CH:16]=[C:2]([Cl:1])[CH:3]=[C:4]3[O:8][C:7]([C:9]4[CH:10]=[CH:11][CH:12]=[CH:13][CH:14]=4)=[N:6][C:5]=23)=[O:19])[CH2:22][CH2:23]1. The yield is 0.460.